Dataset: Reaction yield outcomes from USPTO patents with 853,638 reactions. Task: Predict the reaction yield, written as a fraction of the theoretical maximum amount of product (1.0 means a 100% yield; for example, 0.34 means a 34% yield). (1) The catalyst is O1CCCC1. The product is [Cl:7][C:8]1[C:13]([N:14]2[C:23](=[O:24])[C:22]3[C:17](=[CH:18][CH:19]=[C:20]([F:25])[CH:21]=3)[N:16]=[C:15]2[CH:26]=[O:2])=[CH:12][CH:11]=[CH:10][N:9]=1. The yield is 0.920. The reactants are I([O-])(=O)(=O)=[O:2].[Na+].[Cl:7][C:8]1[C:13]([N:14]2[C:23](=[O:24])[C:22]3[C:17](=[CH:18][CH:19]=[C:20]([F:25])[CH:21]=3)[N:16]=[C:15]2[CH:26]=CN(C)C)=[CH:12][CH:11]=[CH:10][N:9]=1. (2) The reactants are [NH:1]1[CH2:6][CH2:5][NH:4][CH2:3][CH2:2]1.[CH:7]1([CH2:10][CH2:11][NH:12][C:13]([C:15]2[N:16]=[N:17][C:18](Cl)=[CH:19][CH:20]=2)=[O:14])[CH2:9][CH2:8]1. The catalyst is C(#N)C.ClCCl. The product is [CH:7]1([CH2:10][CH2:11][NH:12][C:13]([C:15]2[N:16]=[N:17][C:18]([N:1]3[CH2:6][CH2:5][NH:4][CH2:3][CH2:2]3)=[CH:19][CH:20]=2)=[O:14])[CH2:9][CH2:8]1. The yield is 0.750. (3) The reactants are [CH2:1]([O:3][C:4](=[O:19])[C:5]1[CH:10]=[CH:9][C:8]([O:11][C:12]2[CH:17]=[CH:16][C:15](I)=[CH:14][CH:13]=2)=[CH:7][CH:6]=1)[CH3:2].[S:20]1[CH:24]=[CH:23][C:22](B(O)O)=[CH:21]1.C([O-])([O-])=O.[K+].[K+]. The catalyst is CCO.C1C=CC([P]([Pd]([P](C2C=CC=CC=2)(C2C=CC=CC=2)C2C=CC=CC=2)([P](C2C=CC=CC=2)(C2C=CC=CC=2)C2C=CC=CC=2)[P](C2C=CC=CC=2)(C2C=CC=CC=2)C2C=CC=CC=2)(C2C=CC=CC=2)C2C=CC=CC=2)=CC=1. The product is [CH2:1]([O:3][C:4](=[O:19])[C:5]1[CH:10]=[CH:9][C:8]([O:11][C:12]2[CH:17]=[CH:16][C:15]([C:22]3[CH:23]=[CH:24][S:20][CH:21]=3)=[CH:14][CH:13]=2)=[CH:7][CH:6]=1)[CH3:2]. The yield is 0.910. (4) The reactants are Cl[C:2]1[C:7]([C:8]([F:11])([F:10])[F:9])=[CH:6][N:5]=[C:4]([NH:12][C:13]2[CH:18]=[CH:17][C:16]([N:19]3[CH2:24][CH2:23][N:22]([C:25]([O:27][C:28]([CH3:31])([CH3:30])[CH3:29])=[O:26])[CH2:21][CH2:20]3)=[CH:15][C:14]=2[O:32][CH3:33])[N:3]=1.[C:34]([C:36]1[CH:41]=[CH:40][CH:39]=[CH:38][C:37]=1[CH2:42][C:43]([O:45][CH3:46])=[O:44])#[CH:35].C1(P(C2C=CC=CC=2)C2C=CC=CC=2)C=CC=CC=1. The catalyst is CN(C)C=O.C(N(CC)CC)C.C(OCC)(=O)C.O.Cl[Pd](Cl)([P](C1C=CC=CC=1)(C1C=CC=CC=1)C1C=CC=CC=1)[P](C1C=CC=CC=1)(C1C=CC=CC=1)C1C=CC=CC=1.[Cu]I. The product is [CH3:33][O:32][C:14]1[CH:15]=[C:16]([N:19]2[CH2:24][CH2:23][N:22]([C:25]([O:27][C:28]([CH3:31])([CH3:30])[CH3:29])=[O:26])[CH2:21][CH2:20]2)[CH:17]=[CH:18][C:13]=1[NH:12][C:4]1[N:3]=[C:2]([C:35]#[C:34][C:36]2[CH:41]=[CH:40][CH:39]=[CH:38][C:37]=2[CH2:42][C:43]([O:45][CH3:46])=[O:44])[C:7]([C:8]([F:11])([F:10])[F:9])=[CH:6][N:5]=1. The yield is 0.800. (5) The reactants are [Cl:1][C:2]1[CH:7]=[C:6]([Cl:8])[C:5]([O:9][CH3:10])=[CH:4][C:3]=1[NH:11][C:12]1[C:21]2[C:16](=[CH:17][C:18](I)=[C:19]([O:22][CH2:23][CH3:24])[CH:20]=2)[N:15]=[CH:14][C:13]=1[C:26]#[N:27].[CH2:28]([OH:32])[CH2:29][C:30]#[CH:31].C(OCC)(=O)C.O. The catalyst is C(N(CC)CC)C.O1CCOCC1.C1C=CC([P]([Pd]([P](C2C=CC=CC=2)(C2C=CC=CC=2)C2C=CC=CC=2)([P](C2C=CC=CC=2)(C2C=CC=CC=2)C2C=CC=CC=2)[P](C2C=CC=CC=2)(C2C=CC=CC=2)C2C=CC=CC=2)(C2C=CC=CC=2)C2C=CC=CC=2)=CC=1.[Cu](I)I. The product is [Cl:1][C:2]1[CH:7]=[C:6]([Cl:8])[C:5]([O:9][CH3:10])=[CH:4][C:3]=1[NH:11][C:12]1[C:21]2[C:16](=[CH:17][C:18]([C:31]#[C:30][CH2:29][CH2:28][OH:32])=[C:19]([O:22][CH2:23][CH3:24])[CH:20]=2)[N:15]=[CH:14][C:13]=1[C:26]#[N:27]. The yield is 0.310. (6) The yield is 1.06. The reactants are [F:1][C:2]1[CH:3]=[C:4]([N+:10]([O-:12])=[O:11])[CH:5]=[C:6]([F:9])[C:7]=1F.[Cl:13][C:14]1[CH:19]=[CH:18][C:17]([OH:20])=[CH:16][CH:15]=1.C([O-])([O-])=O.[Cs+].[Cs+]. The product is [Cl:13][C:14]1[CH:19]=[CH:18][C:17]([O:20][C:7]2[C:6]([F:9])=[CH:5][C:4]([N+:10]([O-:12])=[O:11])=[CH:3][C:2]=2[F:1])=[CH:16][CH:15]=1. The catalyst is CN(C=O)C. (7) The reactants are Br[C:2]1[CH:7]=[CH:6][C:5]([S:8]([NH:11][C:12]2[S:13][CH:14]=[CH:15][N:16]=2)(=[O:10])=[O:9])=[CH:4][CH:3]=1.[NH:17]1[CH2:21][CH2:20][CH:19]([C:22]([OH:24])=[O:23])[CH2:18]1.O(C(C)(C)C)[Na].C1(P(C2CCCCC2)C2C=CC=CC=2C2C(OC)=CC=CC=2OC)CCCCC1. The catalyst is C1(C)C=CC=CC=1.C1C=CC(/C=C/C(/C=C/C2C=CC=CC=2)=O)=CC=1.C1C=CC(/C=C/C(/C=C/C2C=CC=CC=2)=O)=CC=1.C1C=CC(/C=C/C(/C=C/C2C=CC=CC=2)=O)=CC=1.[Pd].[Pd]. The product is [S:13]1[CH:14]=[CH:15][N:16]=[C:12]1[NH:11][S:8]([C:5]1[CH:6]=[CH:7][C:2]([N:17]2[CH2:21][CH2:20][CH:19]([C:22]([OH:24])=[O:23])[CH2:18]2)=[CH:3][CH:4]=1)(=[O:10])=[O:9]. The yield is 0.430. (8) The reactants are C([Si](CC)(CC)[C:4]1[S:8][C:7]2[C:9]([B:13]3[O:17][C:16]([CH3:19])([CH3:18])[C:15]([CH3:21])([CH3:20])[O:14]3)=[CH:10][CH:11]=[CH:12][C:6]=2[CH:5]=1)C.FC(F)(F)C(O)=O. The catalyst is C(Cl)Cl. The product is [S:8]1[CH:4]=[CH:5][C:6]2[CH:12]=[CH:11][CH:10]=[C:9]([B:13]3[O:17][C:16]([CH3:19])([CH3:18])[C:15]([CH3:21])([CH3:20])[O:14]3)[C:7]1=2. The yield is 0.980. (9) The reactants are Cl[C:2]1[N:7]=[C:6]([NH:8]C2C=CC3OC(=O)NC=3C=2)[C:5]([CH3:19])=[CH:4][N:3]=1.Cl.CS(C1C=C([NH2:31])C=CC=1)(=O)=O.C(O)(C(F)(F)F)=O. The catalyst is CC(O)C. The product is [CH3:19][C:5]1[C:6]([NH2:8])=[N:7][C:2]([NH2:31])=[N:3][CH:4]=1. The yield is 0.490.